This data is from Forward reaction prediction with 1.9M reactions from USPTO patents (1976-2016). The task is: Predict the product of the given reaction. (1) The product is: [CH2:22]([N:21]([CH2:15][CH2:16][CH2:17][CH2:18][CH2:19][CH3:20])[S:11]([C:9]1[CH:8]=[CH:7][C:5]2[N:6]=[C:2]([CH3:1])[S:3][C:4]=2[CH:10]=1)(=[O:13])=[O:12])[CH2:23][CH2:24][CH2:25][CH2:26][CH3:27]. Given the reactants [CH3:1][C:2]1[S:3][C:4]2[CH:10]=[C:9]([S:11](Cl)(=[O:13])=[O:12])[CH:8]=[CH:7][C:5]=2[N:6]=1.[CH2:15]([NH:21][CH2:22][CH2:23][CH2:24][CH2:25][CH2:26][CH3:27])[CH2:16][CH2:17][CH2:18][CH2:19][CH3:20].CCCCCC, predict the reaction product. (2) Given the reactants [CH3:1][N:2]([CH3:12])[C:3]1[CH:11]=[CH:10][C:6]([C:7]([OH:9])=O)=[CH:5][CH:4]=1.[NH2:13][C:14]1[CH:30]=[CH:29][CH:28]=[CH:27][C:15]=1[C:16]([NH:18][C:19]1[CH:24]=[CH:23][C:22]([O:25][CH3:26])=[CH:21][CH:20]=1)=[O:17], predict the reaction product. The product is: [CH3:12][N:2]([CH3:1])[C:3]1[CH:4]=[CH:5][C:6]([C:7]([NH:13][C:14]2[CH:30]=[CH:29][CH:28]=[CH:27][C:15]=2[C:16]([NH:18][C:19]2[CH:20]=[CH:21][C:22]([O:25][CH3:26])=[CH:23][CH:24]=2)=[O:17])=[O:9])=[CH:10][CH:11]=1.